Dataset: Full USPTO retrosynthesis dataset with 1.9M reactions from patents (1976-2016). Task: Predict the reactants needed to synthesize the given product. (1) The reactants are: Br[C:2]1[CH:3]=[C:4]2[C:8](=[CH:9][CH:10]=1)[C:7](=[O:11])[N:6]([CH2:12][CH2:13][NH:14][C:15](=[O:21])[O:16][C:17]([CH3:20])([CH3:19])[CH3:18])[CH2:5]2.[CH3:22][C:23]1([CH3:39])[C:27]([CH3:29])([CH3:28])[O:26][B:25]([B:25]2[O:26][C:27]([CH3:29])([CH3:28])[C:23]([CH3:39])([CH3:22])[O:24]2)[O:24]1.C([O-])(=O)C.[K+]. Given the product [O:11]=[C:7]1[C:8]2[C:4](=[CH:3][C:2]([B:25]3[O:26][C:27]([CH3:29])([CH3:28])[C:23]([CH3:39])([CH3:22])[O:24]3)=[CH:10][CH:9]=2)[CH2:5][N:6]1[CH2:12][CH2:13][NH:14][C:15](=[O:21])[O:16][C:17]([CH3:20])([CH3:19])[CH3:18], predict the reactants needed to synthesize it. (2) Given the product [Cl:1][C:2]1[CH:3]=[C:4]([NH:8][C:9]2[CH:14]=[CH:13][N:12]=[CH:11][C:10]=2[NH2:15])[CH:5]=[CH:6][CH:7]=1, predict the reactants needed to synthesize it. The reactants are: [Cl:1][C:2]1[CH:3]=[C:4]([NH:8][C:9]2[CH:14]=[CH:13][N:12]=[CH:11][C:10]=2[N+:15]([O-])=O)[CH:5]=[CH:6][CH:7]=1.O. (3) Given the product [ClH:39].[NH2:20][C:17]1[CH:16]=[CH:15][C:14]([C:11]2[N:10]=[C:9]([CH2:8][O:7][C:6]3[C:5]([F:32])=[C:4]([C:2]([NH2:1])=[O:3])[C:30]([F:31])=[CH:29][CH:28]=3)[O:13][N:12]=2)=[CH:19][CH:18]=1, predict the reactants needed to synthesize it. The reactants are: [NH2:1][C:2]([C:4]1[C:5]([F:32])=[C:6]([CH:28]=[CH:29][C:30]=1[F:31])[O:7][CH2:8][C:9]1[O:13][N:12]=[C:11]([C:14]2[CH:19]=[CH:18][C:17]([NH:20]C(=O)OC(C)(C)C)=[CH:16][CH:15]=2)[N:10]=1)=[O:3].O1CCOCC1.[ClH:39]. (4) Given the product [CH3:21][N:19]1[CH:20]=[C:16]([NH:15][C:12]2[N:11]=[C:10]3[N:6]([CH2:5][C:4]4[CH:22]=[CH:23][CH:24]=[C:2]([N:31]5[CH2:36][CH2:35][O:34][CH2:33][CH2:32]5)[CH:3]=4)[N:7]=[CH:8][C:9]3=[CH:14][N:13]=2)[CH:17]=[N:18]1, predict the reactants needed to synthesize it. The reactants are: I[C:2]1[CH:3]=[C:4]([CH:22]=[CH:23][CH:24]=1)[CH2:5][N:6]1[C:10]2=[N:11][C:12]([NH:15][C:16]3[CH:17]=[N:18][N:19]([CH3:21])[CH:20]=3)=[N:13][CH:14]=[C:9]2[CH:8]=[N:7]1.C([O-])([O-])=O.[Cs+].[Cs+].[NH:31]1[CH2:36][CH2:35][O:34][CH2:33][CH2:32]1. (5) The reactants are: [CH3:1][N:2]([C:7]1[CH:12]=[C:11]([N+:13]([O-])=O)[CH:10]=[CH:9][C:8]=1[C:16]([N:18]1[CH2:23][CH2:22][O:21][CH2:20][CH2:19]1)=[O:17])[S:3]([CH3:6])(=[O:5])=[O:4].[Cl-].[NH4+].C1COCC1. Given the product [NH2:13][C:11]1[CH:10]=[CH:9][C:8]([C:16]([N:18]2[CH2:19][CH2:20][O:21][CH2:22][CH2:23]2)=[O:17])=[C:7]([N:2]([CH3:1])[S:3]([CH3:6])(=[O:5])=[O:4])[CH:12]=1, predict the reactants needed to synthesize it.